Dataset: Reaction yield outcomes from USPTO patents with 853,638 reactions. Task: Predict the reaction yield, written as a fraction of the theoretical maximum amount of product (1.0 means a 100% yield; for example, 0.34 means a 34% yield). (1) The reactants are [CH:1]1([NH:4][C:5]2[N:10]=[C:9](O)[C:8]([C:12]#[N:13])=[C:7]([C:14]3[CH:19]=[CH:18][C:17]([C:20]([F:23])([F:22])[F:21])=[C:16]([O:24][CH3:25])[CH:15]=3)[N:6]=2)[CH2:3][CH2:2]1.P(Cl)(Cl)([Cl:28])=O. The catalyst is O1CCOCC1.CN(C=O)C. The product is [Cl:28][C:9]1[C:8]([C:12]#[N:13])=[C:7]([C:14]2[CH:19]=[CH:18][C:17]([C:20]([F:23])([F:22])[F:21])=[C:16]([O:24][CH3:25])[CH:15]=2)[N:6]=[C:5]([NH:4][CH:1]2[CH2:3][CH2:2]2)[N:10]=1. The yield is 0.720. (2) The reactants are [N:1]1[CH:6]=[CH:5][C:4]([CH:7]=O)=[CH:3][N:2]=1.Cl.[NH2:10][CH2:11][CH2:12][CH2:13][C:14]([O:16][CH2:17][CH3:18])=[O:15].C(N(CC)CC)C.[O-]S([O-])(=O)=O.[Mg+2]. The catalyst is C(Cl)(Cl)Cl. The product is [N:1]1[CH:6]=[CH:5][C:4]([CH:7]=[N:10][CH2:11][CH2:12][CH2:13][C:14]([O:16][CH2:17][CH3:18])=[O:15])=[CH:3][N:2]=1. The yield is 1.00.